This data is from Full USPTO retrosynthesis dataset with 1.9M reactions from patents (1976-2016). The task is: Predict the reactants needed to synthesize the given product. (1) The reactants are: [F:1][C@@H:2]1[C@@H:6]([F:7])[CH:5]=[N:4][CH2:3]1.[C:8]([C:11]1[C:19]2[C:14](=[CH:15][CH:16]=[CH:17][CH:18]=2)[N:13]([CH2:20][C:21]([OH:23])=O)[CH:12]=1)(=[O:10])[CH3:9].[Cl:24][C:25]1[CH:30]=[CH:29][CH:28]=[C:27]([CH2:31][N+:32]#[C-:33])[C:26]=1[F:34].C([O-])(O)=[O:36].[Na+]. Given the product [Cl:24][C:25]1[C:26]([F:34])=[C:27]([CH:28]=[CH:29][CH:30]=1)[CH2:31][NH:32][C:33]([C@H:5]1[C@H:6]([F:7])[C@@H:2]([F:1])[CH2:3][N:4]1[C:21](=[O:23])[CH2:20][N:13]1[C:14]2[C:19](=[CH:18][CH:17]=[CH:16][CH:15]=2)[C:11]([C:8](=[O:10])[CH3:9])=[CH:12]1)=[O:36], predict the reactants needed to synthesize it. (2) Given the product [C:1]([C:3]1[CH:4]=[CH:5][C:6]2[N:12]3[C:13]([C:16]([F:17])([F:19])[F:18])=[N:14][N:15]=[C:11]3[C@@H:10]([CH2:20][C:21]([N:47]3[CH2:52][CH2:51][CH:50]([CH2:53][C:54]([O:56][C:57]([CH3:60])([CH3:59])[CH3:58])=[O:55])[CH2:49][CH2:48]3)=[O:22])[O:9][C@H:8]([C:24]3[CH:29]=[CH:28][CH:27]=[C:26]([O:30][CH3:31])[C:25]=3[O:32][CH3:33])[C:7]=2[CH:34]=1)#[N:2], predict the reactants needed to synthesize it. The reactants are: [C:1]([C:3]1[CH:4]=[CH:5][C:6]2[N:12]3[C:13]([C:16]([F:19])([F:18])[F:17])=[N:14][N:15]=[C:11]3[C@@H:10]([CH2:20][C:21](O)=[O:22])[O:9][C@H:8]([C:24]3[CH:29]=[CH:28][CH:27]=[C:26]([O:30][CH3:31])[C:25]=3[O:32][CH3:33])[C:7]=2[CH:34]=1)#[N:2].Cl.C(N=C=NCCCN(C)C)C.[NH:47]1[CH2:52][CH2:51][CH:50]([CH2:53][C:54]([O:56][C:57]([CH3:60])([CH3:59])[CH3:58])=[O:55])[CH2:49][CH2:48]1.O.ON1C2C=CC=CC=2N=N1. (3) Given the product [Cl:34][C:32]1[CH:31]=[CH:30][C:17]([O:18][C:19]2[CH:20]=[C:21]([CH:27]=[CH:28][CH:29]=2)[C:22]([N:24]([CH3:26])[CH3:25])=[O:23])=[C:16]([NH:15][C:2]2[C:3]3[C:8](=[N:7][C:6]([CH2:12][CH2:13][CH3:14])=[CH:5][CH:4]=3)[N:9]=[CH:10][CH:11]=2)[CH:33]=1, predict the reactants needed to synthesize it. The reactants are: Cl[C:2]1[CH:11]=[CH:10][N:9]=[C:8]2[C:3]=1[CH:4]=[CH:5][C:6]([CH2:12][CH2:13][CH3:14])=[N:7]2.[NH2:15][C:16]1[CH:33]=[C:32]([Cl:34])[CH:31]=[CH:30][C:17]=1[O:18][C:19]1[CH:20]=[C:21]([CH:27]=[CH:28][CH:29]=1)[C:22]([N:24]([CH3:26])[CH3:25])=[O:23]. (4) Given the product [CH3:23][C:5]1[N:6]=[CH:7][C:2]([NH:1][C:10]2([C:21]#[N:22])[CH2:15][CH2:14][CH2:13][CH2:12][CH2:11]2)=[CH:3][CH:4]=1, predict the reactants needed to synthesize it. The reactants are: [NH2:1][C:2]1[CH:3]=[CH:4][C:5](OC)=[N:6][CH:7]=1.[C:10]1(=O)[CH2:15][CH2:14][CH2:13][CH2:12][CH2:11]1.C[Si]([C:21]#[N:22])(C)C.[C:23](O)(=O)C. (5) Given the product [CH3:10][C:3]1[CH:4]=[C:5]([CH:8]=[CH:9][C:2]=1[O:1][CH:12]1[CH2:13][CH2:14][CH2:15][CH2:16][O:11]1)[CH:6]=[O:7], predict the reactants needed to synthesize it. The reactants are: [OH:1][C:2]1[CH:9]=[CH:8][C:5]([CH:6]=[O:7])=[CH:4][C:3]=1[CH3:10].[O:11]1[CH:16]=[CH:15][CH2:14][CH2:13][CH2:12]1.C1(C)C=CC(S([O-])(=O)=O)=CC=1.[NH+]1C=CC=CC=1. (6) Given the product [CH:5]([CH2:18][C:19]([NH2:1])=[S:20])([C:12]1[CH:17]=[CH:16][CH:15]=[CH:14][CH:13]=1)[C:6]1[CH:11]=[CH:10][CH:9]=[CH:8][CH:7]=1, predict the reactants needed to synthesize it. The reactants are: [NH4+:1].[Cl-].[NH4+].[OH-].[CH:5]([CH2:18][C:19]([O-])=[S:20])([C:12]1[CH:17]=[CH:16][CH:15]=[CH:14][CH:13]=1)[C:6]1[CH:11]=[CH:10][CH:9]=[CH:8][CH:7]=1. (7) The reactants are: [N:1]1[C:10]2[C:5](=[CH:6][C:7]([CH2:11][CH2:12][CH2:13]O)=[CH:8][CH:9]=2)[CH:4]=[CH:3][CH:2]=1.O.C(=O)([O-])O.[Na+].S(Cl)([Cl:23])=O. Given the product [Cl:23][CH2:13][CH2:12][CH2:11][C:7]1[CH:6]=[C:5]2[C:10](=[CH:9][CH:8]=1)[N:1]=[CH:2][CH:3]=[CH:4]2, predict the reactants needed to synthesize it.